Predict the reactants needed to synthesize the given product. From a dataset of Full USPTO retrosynthesis dataset with 1.9M reactions from patents (1976-2016). (1) Given the product [CH3:28][N:12]([C:13]([O:15][C:16]([CH3:17])([CH3:18])[CH3:19])=[O:14])[C:11]([NH:20][C:21]([O:23][C:24]([CH3:27])([CH3:26])[CH3:25])=[O:22])=[N:10][C:3]([O:5][C:6]([CH3:9])([CH3:8])[CH3:7])=[O:4], predict the reactants needed to synthesize it. The reactants are: CO.[C:3]([NH:10][C:11]([NH:20][C:21]([O:23][C:24]([CH3:27])([CH3:26])[CH3:25])=[O:22])=[N:12][C:13]([O:15][C:16]([CH3:19])([CH3:18])[CH3:17])=[O:14])([O:5][C:6]([CH3:9])([CH3:8])[CH3:7])=[O:4].[C:28]1(P(C2C=CC=CC=2)C2C=CC=CC=2)C=CC=CC=1.CCOC(/N=N/C(OCC)=O)=O. (2) Given the product [Cl:8][C:6]1[N:5]=[CH:4][N:3]=[C:2]([NH:18][C:19]2[CH:24]=[CH:23][C:22]([N:25]3[CH2:30][CH2:29][N:28]([C:31]([O:33][C:34]([CH3:36])([CH3:35])[CH3:37])=[O:32])[CH2:27][CH2:26]3)=[C:21]([F:38])[CH:20]=2)[N:7]=1, predict the reactants needed to synthesize it. The reactants are: Cl[C:2]1[N:7]=[C:6]([Cl:8])[N:5]=[CH:4][N:3]=1.C(N(CC)C(C)C)(C)C.[NH2:18][C:19]1[CH:24]=[CH:23][C:22]([N:25]2[CH2:30][CH2:29][N:28]([C:31]([O:33][C:34]([CH3:37])([CH3:36])[CH3:35])=[O:32])[CH2:27][CH2:26]2)=[C:21]([F:38])[CH:20]=1. (3) Given the product [CH2:12]([O:16][C:17](=[O:20])[CH:18]=[CH:19][C:2]1[CH:7]=[CH:6][C:5]([C:8]([F:11])([F:10])[F:9])=[CH:4][CH:3]=1)[CH2:13][CH2:14][CH3:15], predict the reactants needed to synthesize it. The reactants are: Cl[C:2]1[CH:7]=[CH:6][C:5]([C:8]([F:11])([F:10])[F:9])=[CH:4][CH:3]=1.[CH2:12]([O:16][C:17](=[O:20])[CH:18]=[CH2:19])[CH2:13][CH2:14][CH3:15].C(=O)([O-])[O-].[Na+].[Na+].C12(PC34CC(CC3)CC4)CC(CC1)CC2. (4) The reactants are: COC1C=CC(C([NH:11][C:12]([C:14]2[C@@H:23]([C:24]3[CH:29]=[C:28]([O:30][CH2:31][CH3:32])[C:27]([OH:33])=[C:26]([Br:34])[CH:25]=3)[C:22]3[C:21](=[O:35])[CH2:20][C@@H:19]([CH2:36][CH2:37][CH3:38])[CH2:18][C:17]=3[NH:16][C:15]=2[CH3:39])=O)C)=CC=1. Given the product [Br:34][C:26]1[CH:25]=[C:24]([C@H:23]2[C:22]3[C:21](=[O:35])[CH2:20][C@@H:19]([CH2:36][CH2:37][CH3:38])[CH2:18][C:17]=3[NH:16][C:15]([CH3:39])=[C:14]2[C:12]#[N:11])[CH:29]=[C:28]([O:30][CH2:31][CH3:32])[C:27]=1[OH:33], predict the reactants needed to synthesize it. (5) Given the product [NH2:1][C:2]1[N:3]=[CH:4][C:5]([C:8]2[N:9]=[C:10]([N:20]3[CH2:21][CH2:22][O:23][CH2:24][CH2:25]3)[C:11]3[S:16][C:15]([C:17]([N:30]4[CH2:31][CH2:32][N:27]([CH3:26])[CH2:28][CH2:29]4)=[O:19])=[CH:14][C:12]=3[N:13]=2)=[CH:6][N:7]=1, predict the reactants needed to synthesize it. The reactants are: [NH2:1][C:2]1[N:7]=[CH:6][C:5]([C:8]2[N:9]=[C:10]([N:20]3[CH2:25][CH2:24][O:23][CH2:22][CH2:21]3)[C:11]3[S:16][C:15]([C:17]([OH:19])=O)=[CH:14][C:12]=3[N:13]=2)=[CH:4][N:3]=1.[CH3:26][N:27]1[CH2:32][CH2:31][NH:30][CH2:29][CH2:28]1. (6) Given the product [N+:1]([C:4]1[CH:11]=[C:10]([OH:12])[C:9]([O:20][CH3:21])=[CH:8][C:5]=1[C:6]#[N:7])([O-:3])=[O:2], predict the reactants needed to synthesize it. The reactants are: [N+:1]([C:4]1[CH:11]=[C:10]([O:12]CC2C=CC=CC=2)[C:9]([O:20][CH3:21])=[CH:8][C:5]=1[C:6]#[N:7])([O-:3])=[O:2]. (7) The reactants are: [CH2:1]([O:8][CH2:9][C:10]([NH:12][C:13]1[CH:14]=[C:15]2[C:19](=[CH:20][C:21]=1[C:22]#[N:23])[CH:18]([NH:24][C:25]1[CH:37]=[CH:36][C:28]([C:29]([O:31][C:32]([CH3:35])([CH3:34])[CH3:33])=[O:30])=[CH:27][CH:26]=1)[CH2:17][CH2:16]2)=O)[C:2]1[CH:7]=[CH:6][CH:5]=[CH:4][CH:3]=1.CC[OH:40].OO.[OH-].[Na+]. Given the product [CH2:1]([O:8][CH2:9][C:10]1[NH:23][C:22](=[O:40])[C:21]2[C:13](=[CH:14][C:15]3[CH2:16][CH2:17][CH:18]([NH:24][C:25]4[CH:37]=[CH:36][C:28]([C:29]([O:31][C:32]([CH3:35])([CH3:34])[CH3:33])=[O:30])=[CH:27][CH:26]=4)[C:19]=3[CH:20]=2)[N:12]=1)[C:2]1[CH:3]=[CH:4][CH:5]=[CH:6][CH:7]=1, predict the reactants needed to synthesize it. (8) Given the product [CH:1]([N:4]1[C:9](=[O:10])[CH:8]=[CH:7][C:6]([C:11]2[CH:16]=[CH:15][C:14]([O:17][CH2:25][CH2:26][N:27]3[C:28](=[O:37])[C:29]4[C:30](=[CH:33][CH:34]=[CH:35][CH:36]=4)[C:31]3=[O:32])=[N:13][C:12]=2[C:18]2[CH:19]=[CH:20][CH:21]=[CH:22][CH:23]=2)=[N:5]1)([CH3:3])[CH3:2], predict the reactants needed to synthesize it. The reactants are: [CH:1]([N:4]1[C:9](=[O:10])[CH:8]=[CH:7][C:6]([C:11]2[CH:16]=[CH:15][C:14](=[O:17])[NH:13][C:12]=2[C:18]2[CH:23]=[CH:22][CH:21]=[CH:20][CH:19]=2)=[N:5]1)([CH3:3])[CH3:2].Br[CH2:25][CH2:26][N:27]1[C:31](=[O:32])[C:30]2=[CH:33][CH:34]=[CH:35][CH:36]=[C:29]2[C:28]1=[O:37].C([O-])([O-])=O.[K+].[K+].O. (9) Given the product [CH2:13]([O:20][N:21]([CH2:5][C:4]1[CH:3]=[C:2]([Cl:1])[C:9]([OH:10])=[C:8]([Cl:11])[CH:7]=1)[CH:26]=[O:28])[C:14]1[CH:19]=[CH:18][CH:17]=[CH:16][CH:15]=1, predict the reactants needed to synthesize it. The reactants are: [Cl:1][C:2]1[CH:3]=[C:4]([CH:7]=[C:8]([Cl:11])[C:9]=1[OH:10])[CH:5]=O.Cl.[CH2:13]([O:20][NH2:21])[C:14]1[CH:19]=[CH:18][CH:17]=[CH:16][CH:15]=1.C([BH3-])#N.[Na+].[C:26](O)(=[O:28])C. (10) Given the product [Cl:29][C:9]1[C:10]2[C:2]([Cl:1])=[CH:3][NH:4][C:5]=2[N:6]=[C:7]([NH:20][C:21]2[CH:22]=[N:23][N:24]([CH3:26])[CH:25]=2)[N:8]=1, predict the reactants needed to synthesize it. The reactants are: [Cl:1][C:2]1[C:10]2[C:9](OC(C3C=CC=CC=3)C)=[N:8][C:7]([NH:20][C:21]3[CH:22]=[N:23][N:24]([CH3:26])[CH:25]=3)=[N:6][C:5]=2[NH:4][CH:3]=1.O=P(Cl)(Cl)[Cl:29].